This data is from NCI-60 drug combinations with 297,098 pairs across 59 cell lines. The task is: Regression. Given two drug SMILES strings and cell line genomic features, predict the synergy score measuring deviation from expected non-interaction effect. (1) Drug 1: CNC(=O)C1=CC=CC=C1SC2=CC3=C(C=C2)C(=NN3)C=CC4=CC=CC=N4. Drug 2: CC1=C2C(C(=O)C3(C(CC4C(C3C(C(C2(C)C)(CC1OC(=O)C(C(C5=CC=CC=C5)NC(=O)OC(C)(C)C)O)O)OC(=O)C6=CC=CC=C6)(CO4)OC(=O)C)OC)C)OC. Cell line: A498. Synergy scores: CSS=29.6, Synergy_ZIP=-2.10, Synergy_Bliss=-4.94, Synergy_Loewe=-9.94, Synergy_HSA=-2.81. (2) Drug 1: CC1C(C(CC(O1)OC2CC(CC3=C2C(=C4C(=C3O)C(=O)C5=C(C4=O)C(=CC=C5)OC)O)(C(=O)CO)O)N)O.Cl. Drug 2: C1=NC2=C(N1)C(=S)N=CN2. Cell line: SN12C. Synergy scores: CSS=40.2, Synergy_ZIP=-4.83, Synergy_Bliss=1.61, Synergy_Loewe=2.78, Synergy_HSA=5.89. (3) Drug 1: C1CCC(C1)C(CC#N)N2C=C(C=N2)C3=C4C=CNC4=NC=N3. Drug 2: CN1C2=C(C=C(C=C2)N(CCCl)CCCl)N=C1CCCC(=O)O.Cl. Cell line: SN12C. Synergy scores: CSS=-0.593, Synergy_ZIP=-1.98, Synergy_Bliss=-3.45, Synergy_Loewe=-6.92, Synergy_HSA=-4.31. (4) Drug 1: CC1=C2C(C(=O)C3(C(CC4C(C3C(C(C2(C)C)(CC1OC(=O)C(C(C5=CC=CC=C5)NC(=O)OC(C)(C)C)O)O)OC(=O)C6=CC=CC=C6)(CO4)OC(=O)C)OC)C)OC. Cell line: UACC62. Synergy scores: CSS=39.9, Synergy_ZIP=2.49, Synergy_Bliss=0.658, Synergy_Loewe=-10.4, Synergy_HSA=2.24. Drug 2: C(CC(=O)O)C(=O)CN.Cl. (5) Drug 1: CCCS(=O)(=O)NC1=C(C(=C(C=C1)F)C(=O)C2=CNC3=C2C=C(C=N3)C4=CC=C(C=C4)Cl)F. Drug 2: CN1C(=O)N2C=NC(=C2N=N1)C(=O)N. Cell line: NCI-H226. Synergy scores: CSS=1.51, Synergy_ZIP=0.339, Synergy_Bliss=-2.55, Synergy_Loewe=-6.12, Synergy_HSA=-5.68. (6) Drug 1: CC1=C(C=C(C=C1)NC(=O)C2=CC=C(C=C2)CN3CCN(CC3)C)NC4=NC=CC(=N4)C5=CN=CC=C5. Drug 2: CC=C1C(=O)NC(C(=O)OC2CC(=O)NC(C(=O)NC(CSSCCC=C2)C(=O)N1)C(C)C)C(C)C. Cell line: NCI-H226. Synergy scores: CSS=24.7, Synergy_ZIP=1.93, Synergy_Bliss=1.05, Synergy_Loewe=-41.1, Synergy_HSA=-0.638.